From a dataset of HIV replication inhibition screening data with 41,000+ compounds from the AIDS Antiviral Screen. Binary Classification. Given a drug SMILES string, predict its activity (active/inactive) in a high-throughput screening assay against a specified biological target. The drug is Oc1nnc(Nc2ccc(Cl)cc2)c2nnn(C3CCCCC3)c12. The result is 0 (inactive).